The task is: Predict the reactants needed to synthesize the given product.. This data is from Full USPTO retrosynthesis dataset with 1.9M reactions from patents (1976-2016). (1) Given the product [Cl:1][C:2]1[CH:3]=[C:4]([CH2:9][C:10]([OH:12])=[O:11])[CH:5]=[C:6]([O:8][C:20]2[CH:21]=[CH:22][C:17]([S:14]([CH3:13])(=[O:16])=[O:15])=[CH:18][C:19]=2[Cl:24])[CH:7]=1, predict the reactants needed to synthesize it. The reactants are: [Cl:1][C:2]1[CH:3]=[C:4]([CH2:9][C:10]([OH:12])=[O:11])[CH:5]=[C:6]([OH:8])[CH:7]=1.[CH3:13][S:14]([C:17]1[CH:22]=[CH:21][C:20](F)=[C:19]([Cl:24])[CH:18]=1)(=[O:16])=[O:15].C(=O)([O-])[O-].[Cs+].[Cs+].CN1C(=O)CCC1. (2) Given the product [CH2:49]1[C:50]2[C:55](=[CH:54][CH:53]=[CH:52][CH:51]=2)[CH2:56][CH2:57][N:48]1[CH2:47][CH:46]([OH:58])[CH2:45][NH:44][C:10](=[O:12])[C:9]1[CH:13]=[CH:14][CH:15]=[C:7]([C:3]2[CH:2]=[N:1][CH:6]=[CH:5][CH:4]=2)[CH:8]=1, predict the reactants needed to synthesize it. The reactants are: [N:1]1[CH:6]=[CH:5][CH:4]=[C:3]([C:7]2[CH:8]=[C:9]([CH:13]=[CH:14][CH:15]=2)[C:10]([OH:12])=O)[CH:2]=1.CCN=C=NCCCN(C)C.C1C=CC2N(O)N=NC=2C=1.CCN(CC)CC.[NH2:44][CH2:45][CH:46]([OH:58])[CH2:47][N:48]1[CH2:57][CH2:56][C:55]2[C:50](=[CH:51][CH:52]=[CH:53][CH:54]=2)[CH2:49]1. (3) Given the product [Cl:7][C:5]1[S:4][C:3]([C:8]([NH:11][CH:12]([CH3:16])[C:13]([O:15][CH3:17])=[O:14])=[O:10])=[CH:2][CH:6]=1, predict the reactants needed to synthesize it. The reactants are: C[C:2]1[CH:6]=[C:5]([Cl:7])[S:4][C:3]=1[C:8]([OH:10])=O.[NH2:11][CH:12]([CH3:16])[C:13]([O-:15])=[O:14].[CH3:17]N(C(ON1N=NC2C=CC=CC1=2)=[N+](C)C)C.[B-](F)(F)(F)F.CN1CCOCC1. (4) Given the product [Si:1]([O:8][CH2:9][C@@H:10]([NH:17][C:18](=[O:24])[O:19][C:20]([CH3:21])([CH3:22])[CH3:23])[C:11](=[O:12])[C:25]1[CH:30]=[CH:29][CH:28]=[CH:27][CH:26]=1)([C:4]([CH3:5])([CH3:6])[CH3:7])([CH3:2])[CH3:3], predict the reactants needed to synthesize it. The reactants are: [Si:1]([O:8][CH2:9][C@@H:10]([NH:17][C:18](=[O:24])[O:19][C:20]([CH3:23])([CH3:22])[CH3:21])[C:11](N(OC)C)=[O:12])([C:4]([CH3:7])([CH3:6])[CH3:5])([CH3:3])[CH3:2].[C:25]1([Mg]Br)[CH:30]=[CH:29][CH:28]=[CH:27][CH:26]=1.